Dataset: Full USPTO retrosynthesis dataset with 1.9M reactions from patents (1976-2016). Task: Predict the reactants needed to synthesize the given product. (1) The reactants are: C([O:8][C:9]1[CH:14]=[CH:13][C:12]([C:15]2[O:19][N:18]=[C:17]([C:20]3[CH:25]=[CH:24][C:23]([O:26][C:27]4[CH:32]=[CH:31][CH:30]=[CH:29][CH:28]=4)=[CH:22][CH:21]=3)[N:16]=2)=[CH:11][CH:10]=1)C1C=CC=CC=1. Given the product [O:26]([C:23]1[CH:22]=[CH:21][C:20]([C:17]2[N:16]=[C:15]([C:12]3[CH:13]=[CH:14][C:9]([OH:8])=[CH:10][CH:11]=3)[O:19][N:18]=2)=[CH:25][CH:24]=1)[C:27]1[CH:32]=[CH:31][CH:30]=[CH:29][CH:28]=1, predict the reactants needed to synthesize it. (2) The reactants are: [F:1][C:2]1[CH:7]=[C:6]([F:8])[C:5]([F:9])=[CH:4][C:3]=1[CH2:10][OH:11].Cl[C:13]1[CH:30]=[C:17]2[N:18](C(OC(C)(C)C)=O)[C@@H:19]([CH3:22])[CH2:20][CH2:21][N:16]2[C:15](=[O:31])[N:14]=1. Given the product [CH3:22][C@H:19]1[CH2:20][CH2:21][N:16]2[C:15](=[O:31])[N:14]=[C:13]([O:11][CH2:10][C:3]3[CH:4]=[C:5]([F:9])[C:6]([F:8])=[CH:7][C:2]=3[F:1])[CH:30]=[C:17]2[NH:18]1, predict the reactants needed to synthesize it. (3) Given the product [CH2:9]([N:8]1[C:3]2=[N:1][N:2]([CH2:26][C:16]3[C:25]4[C:20](=[CH:21][CH:22]=[CH:23][CH:24]=4)[CH:19]=[CH:18][CH:17]=3)[C:28]([C:30]3[N:34]([CH3:35])[CH:33]=[C:32]([C:36]([O:38][CH3:39])=[O:37])[CH:31]=3)=[C:4]2[C:5](=[O:15])[N:6]([CH3:14])[C:7]1=[O:13])[CH:10]([CH3:11])[CH3:12], predict the reactants needed to synthesize it. The reactants are: [NH:1]([C:3]1[N:8]([CH2:9][CH:10]([CH3:12])[CH3:11])[C:7](=[O:13])[N:6]([CH3:14])[C:5](=[O:15])[CH:4]=1)[NH2:2].[C:16]1([CH:26]=O)[C:25]2[C:20](=[CH:21][CH:22]=[CH:23][CH:24]=2)[CH:19]=[CH:18][CH:17]=1.[CH:28]([C:30]1[N:34]([CH3:35])[CH:33]=[C:32]([C:36]([O:38][CH3:39])=[O:37])[CH:31]=1)=O. (4) Given the product [Cl:122][C:123]([Cl:127])([Cl:126])[C:124](=[NH:125])[O:12][CH:11]1[O:13][C@H:14]([CH2:24][O:25][C@@H:26]2[O:58][C@H:57]([CH2:59][O:60][CH2:61][C:62]3[CH:63]=[CH:64][CH:65]=[CH:66][CH:67]=3)[C@@H:37]([O:38][P:39]([O:49][CH2:50][C:51]3[CH:52]=[CH:53][CH:54]=[CH:55][CH:56]=3)([O:41][CH2:42][C:43]3[CH:48]=[CH:47][CH:46]=[CH:45][CH:44]=3)=[O:40])[C@H:28]([O:29][CH2:30][C:31]3[CH:32]=[CH:33][CH:34]=[CH:35][CH:36]=3)[C@H:27]2[NH:68][C:69](=[O:97])[CH2:70][C@H:71]([O:83][C:84](=[O:96])[CH2:85][CH2:86][CH2:87][CH2:88][CH2:89][CH2:90][CH2:91][CH2:92][CH2:93][CH2:94][CH3:95])[CH2:72][CH2:73][CH2:74][CH2:75][CH2:76][CH2:77][CH2:78][CH2:79][CH2:80][CH2:81][CH3:82])[C@@H:15]([O:16][CH2:17][C:18]2[CH:19]=[CH:20][CH:21]=[CH:22][CH:23]=2)[C@H:9]([O:8][CH2:1][C:2]2[CH:3]=[CH:4][CH:5]=[CH:6][CH:7]=2)[C@H:10]1[NH:98][C:99](=[O:121])[CH2:100][C@H:101]([O:113][CH2:114][C:115]1[CH:116]=[CH:117][CH:118]=[CH:119][CH:120]=1)[CH2:102][CH2:103][CH2:104][CH2:105][CH2:106][CH2:107][CH2:108][CH2:109][CH2:110][CH2:111][CH3:112], predict the reactants needed to synthesize it. The reactants are: [CH2:1]([O:8][C@H:9]1[C@H:15]([O:16][CH2:17][C:18]2[CH:23]=[CH:22][CH:21]=[CH:20][CH:19]=2)[C@@H:14]([CH2:24][O:25][C@@H:26]2[O:58][C@H:57]([CH2:59][O:60][CH2:61][C:62]3[CH:67]=[CH:66][CH:65]=[CH:64][CH:63]=3)[C@@H:37]([O:38][P:39]([O:49][CH2:50][C:51]3[CH:56]=[CH:55][CH:54]=[CH:53][CH:52]=3)([O:41][CH2:42][C:43]3[CH:48]=[CH:47][CH:46]=[CH:45][CH:44]=3)=[O:40])[C@H:28]([O:29][CH2:30][C:31]3[CH:36]=[CH:35][CH:34]=[CH:33][CH:32]=3)[C@H:27]2[NH:68][C:69](=[O:97])[CH2:70][C@H:71]([O:83][C:84](=[O:96])[CH2:85][CH2:86][CH2:87][CH2:88][CH2:89][CH2:90][CH2:91][CH2:92][CH2:93][CH2:94][CH3:95])[CH2:72][CH2:73][CH2:74][CH2:75][CH2:76][CH2:77][CH2:78][CH2:79][CH2:80][CH2:81][CH3:82])[O:13][CH:11]([OH:12])[C@@H:10]1[NH:98][C:99](=[O:121])[CH2:100][C@H:101]([O:113][CH2:114][C:115]1[CH:120]=[CH:119][CH:118]=[CH:117][CH:116]=1)[CH2:102][CH2:103][CH2:104][CH2:105][CH2:106][CH2:107][CH2:108][CH2:109][CH2:110][CH2:111][CH3:112])[C:2]1[CH:7]=[CH:6][CH:5]=[CH:4][CH:3]=1.[Cl:122][C:123]([Cl:127])([Cl:126])[C:124]#[N:125].C(=O)([O-])[O-].[K+].[K+]. (5) Given the product [CH3:1][O:2][C:3]([C:5]1[C:6]([OH:24])=[C:7]2[C:12](=[CH:13][N:14]=1)[N:11]([CH2:15][C:16]1[CH:21]=[CH:20][CH:19]=[CH:18][CH:17]=1)[C:10](=[O:22])[C:9]([C:30]1[S:31][CH:32]=[CH:33][N:34]=1)=[CH:8]2)=[O:4], predict the reactants needed to synthesize it. The reactants are: [CH3:1][O:2][C:3]([C:5]1[C:6]([OH:24])=[C:7]2[C:12](=[CH:13][N:14]=1)[N:11]([CH2:15][C:16]1[CH:21]=[CH:20][CH:19]=[CH:18][CH:17]=1)[C:10](=[O:22])[C:9](Br)=[CH:8]2)=[O:4].C([Sn](CCCC)(CCCC)[C:30]1[S:31][CH:32]=[CH:33][N:34]=1)CCC.CCOC(C)=O.Cl.